From a dataset of Catalyst prediction with 721,799 reactions and 888 catalyst types from USPTO. Predict which catalyst facilitates the given reaction. (1) Reactant: [Br:1][C:2]1[C:3]([CH3:15])=[CH:4][C:5]([C:8](O)(O)[C:9]([F:12])([F:11])[F:10])=[N:6][CH:7]=1.[CH3:16][O:17][C:18]1[CH:25]=[CH:24][C:21]([CH2:22][NH2:23])=[CH:20][CH:19]=1.C(O)(=O)C. Product: [Br:1][C:2]1[C:3]([CH3:15])=[CH:4][C:5]([CH:8]([N:23]=[CH:22][C:21]2[CH:24]=[CH:25][C:18]([O:17][CH3:16])=[CH:19][CH:20]=2)[C:9]([F:12])([F:11])[F:10])=[N:6][CH:7]=1. The catalyst class is: 11. (2) Reactant: C(OC([C:8]1([CH2:11][CH2:12][N:13]([CH2:22][C:23]2[CH:28]=[CH:27][CH:26]=[CH:25][CH:24]=2)[CH2:14][C:15](OC(C)(C)C)=[O:16])[CH2:10][CH2:9]1)=O)(C)(C)C.C[Si](C)(C)[N-][Si](C)(C)C.[Li+].[Li].C(OC(C1N(CC2C=CC=CC=2)CCC2(CC2)C=1O)=O)(C)(C)C.S(=O)(=O)(O)O.[OH-].[Na+].C(=O)([O-])O.[Na+].[ClH:75]. Product: [ClH:75].[CH2:22]([N:13]1[CH2:12][CH2:11][C:8]2([CH2:10][CH2:9]2)[C:15](=[O:16])[CH2:14]1)[C:23]1[CH:28]=[CH:27][CH:26]=[CH:25][CH:24]=1. The catalyst class is: 54. (3) Reactant: [NH2:1][C:2]1[C:11]2[N:12]=[C:13]([CH2:32][CH2:33][O:34][CH3:35])[N:14]([CH2:15][CH2:16][CH2:17][CH2:18][NH:19][S:20]([C:23]3[CH:28]=[CH:27][CH:26]=[CH:25][C:24]=3[N+:29]([O-:31])=[O:30])(=[O:22])=[O:21])[C:10]=2[C:9]2[CH:8]=[CH:7][CH:6]=[CH:5][C:4]=2[N:3]=1.C1C=CC(P(C2C=CC=CC=2)C2C=CC=CC=2)=CC=1.[CH3:55][N:56]([CH3:60])[CH2:57][CH2:58]O.CC(OC(/N=N/C(OC(C)C)=O)=O)C. Product: [NH2:1][C:2]1[C:11]2[N:12]=[C:13]([CH2:32][CH2:33][O:34][CH3:35])[N:14]([CH2:15][CH2:16][CH2:17][CH2:18][N:19]([CH2:58][CH2:57][N:56]([CH3:60])[CH3:55])[S:20]([C:23]3[CH:28]=[CH:27][CH:26]=[CH:25][C:24]=3[N+:29]([O-:31])=[O:30])(=[O:22])=[O:21])[C:10]=2[C:9]2[CH:8]=[CH:7][CH:6]=[CH:5][C:4]=2[N:3]=1. The catalyst class is: 1. (4) Reactant: [Br:1][C:2]1[CH:3]=[C:4]([NH2:9])[C:5]([NH2:8])=[N:6][CH:7]=1.N[C:11](N)=[O:12]. Product: [Br:1][C:2]1[CH:3]=[C:4]2[NH:9][C:11](=[O:12])[NH:8][C:5]2=[N:6][CH:7]=1. The catalyst class is: 18.